This data is from Catalyst prediction with 721,799 reactions and 888 catalyst types from USPTO. The task is: Predict which catalyst facilitates the given reaction. Reactant: [CH3:1][Si:2]([CH3:34])([CH3:33])[C:3]1[CH:4]=[C:5]([CH:26]=[C:27]([Si:29]([CH3:32])([CH3:31])[CH3:30])[CH:28]=1)[C:6]([NH:8][C:9]1[CH:14]=[CH:13][C:12](/[C:15](/[CH3:24])=[CH:16]/[C:17]([O:19]CCCC)=[O:18])=[C:11]([CH3:25])[CH:10]=1)=[O:7].[OH-].[K+].Cl. Product: [CH3:32][Si:29]([CH3:30])([CH3:31])[C:27]1[CH:26]=[C:5]([CH:4]=[C:3]([Si:2]([CH3:1])([CH3:33])[CH3:34])[CH:28]=1)[C:6]([NH:8][C:9]1[CH:14]=[CH:13][C:12](/[C:15](/[CH3:24])=[CH:16]/[C:17]([OH:19])=[O:18])=[C:11]([CH3:25])[CH:10]=1)=[O:7]. The catalyst class is: 7.